The task is: Predict the product of the given reaction.. This data is from Forward reaction prediction with 1.9M reactions from USPTO patents (1976-2016). (1) Given the reactants [F:1][C:2]1[CH:10]=[CH:9][C:5]([C:6]([OH:8])=[O:7])=[C:4]([OH:11])[CH:3]=1.[Br:12]Br, predict the reaction product. The product is: [Br:12][C:10]1[C:2]([F:1])=[CH:3][C:4]([OH:11])=[C:5]([CH:9]=1)[C:6]([OH:8])=[O:7]. (2) Given the reactants [NH2:1][C:2]1[N:3]=[C:4]([CH3:16])[C:5]2[CH:11]=[C:10](Br)[C:9](=[O:13])[N:8]([CH2:14][CH3:15])[C:6]=2[N:7]=1.C([Sn](CCCC)(CCCC)[C:22]1[S:23][CH:24]=[CH:25][N:26]=1)CCC, predict the reaction product. The product is: [NH2:1][C:2]1[N:3]=[C:4]([CH3:16])[C:5]2[CH:11]=[C:10]([C:22]3[S:23][CH:24]=[CH:25][N:26]=3)[C:9](=[O:13])[N:8]([CH2:14][CH3:15])[C:6]=2[N:7]=1. (3) The product is: [Cl:1][C:2]1[CH:3]=[C:4]([O:10][CH3:11])[C:5]([CH:20]=[O:22])=[C:6]([O:8][CH3:9])[CH:7]=1. Given the reactants [Cl:1][C:2]1[CH:7]=[C:6]([O:8][CH3:9])[CH:5]=[C:4]([O:10][CH3:11])[CH:3]=1.CN(CCN(C)C)C.[CH2:20]([O:22]CC)C.[Li]CCCC.Cl, predict the reaction product. (4) Given the reactants C(NC(C)C)(C)C.[F:8][C:9]1[CH:14]=[CH:13][C:12]([N:15]2[C:23]3[C:18](=[CH:19][C:20]([O:24][C@H:25]([C:29]4[CH:34]=[CH:33][CH:32]=[C:31]([O:35][CH3:36])[CH:30]=4)[C@@H:26]([NH2:28])[CH3:27])=[CH:21][CH:22]=3)[CH:17]=[N:16]2)=[CH:11][CH:10]=1.[NH2:37][C:38](=[O:42])[C:39](O)=[O:40].CN(C(ON1N=NC2C=CC=CC1=2)=[N+](C)C)C.F[P-](F)(F)(F)(F)F, predict the reaction product. The product is: [F:8][C:9]1[CH:10]=[CH:11][C:12]([N:15]2[C:23]3[C:18](=[CH:19][C:20]([O:24][C@H:25]([C:29]4[CH:34]=[CH:33][CH:32]=[C:31]([O:35][CH3:36])[CH:30]=4)[C@@H:26]([NH:28][C:39]([C:38]([NH2:37])=[O:42])=[O:40])[CH3:27])=[CH:21][CH:22]=3)[CH:17]=[N:16]2)=[CH:13][CH:14]=1. (5) Given the reactants [C:1]([O:9][CH2:10][C@:11]1([F:29])[C@@H:18]2[C@@H:14]([O:15]C(C)(C)[O:17]2)[C@H:13]([N:21]2[CH:26]=[CH:25][C:24](=[O:27])[NH:23][C:22]2=[O:28])[O:12]1)(=[O:8])[C:2]1[CH:7]=[CH:6][CH:5]=[CH:4][CH:3]=1.CCOC(C)=O, predict the reaction product. The product is: [C:1]([O:9][CH2:10][C@:11]1([F:29])[C@@H:18]([OH:17])[C@@H:14]([OH:15])[C@H:13]([N:21]2[CH:26]=[CH:25][C:24](=[O:27])[NH:23][C:22]2=[O:28])[O:12]1)(=[O:8])[C:2]1[CH:3]=[CH:4][CH:5]=[CH:6][CH:7]=1. (6) Given the reactants [CH3:1][O:2][C:3]1[CH:4]=[C:5]([CH2:11][C:12]([NH:14][NH:15][C:16](=[S:25])[NH:17][C:18]2[CH:23]=[CH:22][C:21]([F:24])=[CH:20][CH:19]=2)=O)[CH:6]=[CH:7][C:8]=1[O:9][CH3:10].Cl, predict the reaction product. The product is: [CH3:1][O:2][C:3]1[CH:4]=[C:5]([CH:6]=[CH:7][C:8]=1[O:9][CH3:10])[CH2:11][C:12]1[N:17]([C:18]2[CH:23]=[CH:22][C:21]([F:24])=[CH:20][CH:19]=2)[C:16]([SH:25])=[N:15][N:14]=1. (7) Given the reactants [CH:1]1([C:4]2[CH:5]=[CH:6][C:7]([C:18]([OH:20])=O)=[N:8][C:9]=2[CH2:10][C:11]2[CH:16]=[CH:15][C:14]([F:17])=[CH:13][CH:12]=2)[CH2:3][CH2:2]1.[CH3:21][C:22]1([CH3:27])[CH2:26][O:25][CH2:24][NH:23]1.CN(C(ON1N=NC2C=CC=CC1=2)=[N+](C)C)C.[B-](F)(F)(F)F.CCN(C(C)C)C(C)C, predict the reaction product. The product is: [CH:1]1([C:4]2[CH:5]=[CH:6][C:7]([C:18]([N:23]3[C:22]([CH3:27])([CH3:21])[CH2:26][O:25][CH2:24]3)=[O:20])=[N:8][C:9]=2[CH2:10][C:11]2[CH:12]=[CH:13][C:14]([F:17])=[CH:15][CH:16]=2)[CH2:2][CH2:3]1.